From a dataset of Experimental lipophilicity measurements (octanol/water distribution) for 4,200 compounds from AstraZeneca. Regression/Classification. Given a drug SMILES string, predict its absorption, distribution, metabolism, or excretion properties. Task type varies by dataset: regression for continuous measurements (e.g., permeability, clearance, half-life) or binary classification for categorical outcomes (e.g., BBB penetration, CYP inhibition). For this dataset (lipophilicity_astrazeneca), we predict Y. (1) The molecule is N#CC1(NC(=O)[C@@H]2CCCC[C@H]2C(=O)N2CCc3[nH]c4c(Br)cccc4c3C2)CC1. The Y is 3.12 logD. (2) The molecule is CCN(CC)CCOC(=O)C1(c2ccccc2)CCCC1. The Y is 2.30 logD.